Task: Predict the reactants needed to synthesize the given product.. Dataset: Full USPTO retrosynthesis dataset with 1.9M reactions from patents (1976-2016) The reactants are: [Br:1][C:2]1[CH:3]=[N:4][N:5]([CH3:17])[C:6]=1[C:7]1[CH:12]=[C:11]([N+:13]([O-])=O)[CH:10]=[C:9]([F:16])[CH:8]=1.O.O.Cl[Sn]Cl. Given the product [Br:1][C:2]1[CH:3]=[N:4][N:5]([CH3:17])[C:6]=1[C:7]1[CH:12]=[C:11]([NH2:13])[CH:10]=[C:9]([F:16])[CH:8]=1, predict the reactants needed to synthesize it.